Dataset: CYP3A4 inhibition data for predicting drug metabolism from PubChem BioAssay. Task: Regression/Classification. Given a drug SMILES string, predict its absorption, distribution, metabolism, or excretion properties. Task type varies by dataset: regression for continuous measurements (e.g., permeability, clearance, half-life) or binary classification for categorical outcomes (e.g., BBB penetration, CYP inhibition). Dataset: cyp3a4_veith. (1) The result is 1 (inhibitor). The drug is COc1ccc2[nH]cc(CCNc3ncncc3-c3cccc(NS(C)(=O)=O)c3)c2c1. (2) The molecule is N#CCCn1c(=O)cnc2cnc(Oc3ccccc3)nc21. The result is 0 (non-inhibitor). (3) The drug is Cc1ccc(CCCC(=O)O)cc1C. The result is 0 (non-inhibitor). (4) The compound is CC(CP(=O)(O)O)NC(=O)Cc1ccccc1. The result is 0 (non-inhibitor). (5) The drug is COC(=O)Nc1nc2ccc(SC(C)C)cc2[nH]1. The result is 0 (non-inhibitor). (6) The result is 1 (inhibitor). The compound is COCCn1c(=O)c(-c2ccc(Cl)cc2)nc2cnc(OC)nc21.